From a dataset of Reaction yield outcomes from USPTO patents with 853,638 reactions. Predict the reaction yield, written as a fraction of the theoretical maximum amount of product (1.0 means a 100% yield; for example, 0.34 means a 34% yield). (1) The reactants are [Cu]([C:4]#[N:5])C#N.[Si:6]([O:13][CH2:14][C:15]1[N:20]=[C:19]([Cl:21])[C:18]([O:22][CH3:23])=[C:17](I)[CH:16]=1)([C:9]([CH3:12])([CH3:11])[CH3:10])([CH3:8])[CH3:7].[NH4+].[OH-]. The catalyst is CC(N(C)C)=O.C(Cl)Cl. The product is [Si:6]([O:13][CH2:14][C:15]1[N:20]=[C:19]([Cl:21])[C:18]([O:22][CH3:23])=[C:17]([CH:16]=1)[C:4]#[N:5])([C:9]([CH3:12])([CH3:11])[CH3:10])([CH3:8])[CH3:7]. The yield is 0.700. (2) The reactants are [CH3:1][N:2](C)[C:3]1[CH:8]=[CH:7][CH:6]=[CH:5][CH:4]=1.FC(F)(F)S(O[C:16]1[C:25]2[C:20](=[CH:21][CH:22]=[CH:23][CH:24]=2)[CH:19]=[CH:18][C:17]=1[Si](C)(C)C)(=O)=O.[F-].[K+].C1OCCOCCOCCOCCOCCOC1. The catalyst is C1COCC1. The product is [CH3:1][N:2]([C:3]1[CH:8]=[CH:7][CH:6]=[CH:5][CH:4]=1)[C:17]1[CH:18]=[CH:19][C:20]2[C:25](=[CH:24][CH:23]=[CH:22][CH:21]=2)[CH:16]=1. The yield is 0.960. (3) The reactants are [CH3:1][C:2]1[N:7]=[C:6](/[CH:8]=[CH:9]/[C:10]2[CH:15]=[CH:14][CH:13]=[C:12](C(F)(F)F)[CH:11]=2)[N:5]=[C:4]([N:20]2[CH2:29][CH2:28][C:27]3[C:22](=CC=CC=3)C2)[CH:3]=1.[Cl:30]C1C=C(C)N=C(C=CC2C=CC=C(Cl)C=2)N=1.N1CCCC1. The catalyst is C(Cl)Cl.CCOC(C)=O. The product is [Cl:30][C:12]1[CH:11]=[C:10](/[CH:9]=[CH:8]/[C:6]2[N:7]=[C:2]([CH3:1])[CH:3]=[C:4]([N:20]3[CH2:29][CH2:28][CH2:27][CH2:22]3)[N:5]=2)[CH:15]=[CH:14][CH:13]=1. The yield is 0.800.